This data is from Full USPTO retrosynthesis dataset with 1.9M reactions from patents (1976-2016). The task is: Predict the reactants needed to synthesize the given product. (1) Given the product [CH2:31]([O:33][C:34]([C:36]1[CH2:41][CH2:40][CH2:39][CH:38]([N:11]([CH2:10][CH2:9][O:8][CH2:1][C:2]2[CH:3]=[CH:4][CH:5]=[CH:6][CH:7]=2)[C:12]2[CH:17]=[C:16]([O:18][CH3:19])[CH:15]=[CH:14][C:13]=2[Cl:20])[C:37]=1[OH:43])=[O:35])[CH3:32], predict the reactants needed to synthesize it. The reactants are: [CH2:1]([O:8][CH2:9][CH2:10][NH:11][C:12]1[CH:17]=[C:16]([O:18][CH3:19])[CH:15]=[CH:14][C:13]=1[Cl:20])[C:2]1[CH:7]=[CH:6][CH:5]=[CH:4][CH:3]=1.C[Si]([N-][Si](C)(C)C)(C)C.[K+].[CH2:31]([O:33][C:34]([C:36]1[CH2:41][CH2:40][CH2:39][CH:38](Br)[C:37]=1[OH:43])=[O:35])[CH3:32].C(O)(=O)C. (2) Given the product [CH2:13]([N:11]1[CH2:10][CH2:9][NH:8][C@H:7]([CH2:6][C:5]2[CH:20]=[CH:21][C:2]([Cl:1])=[C:3]([O:22][Si:30]([C:33]([CH3:36])([CH3:35])[CH3:34])([CH3:32])[CH3:31])[CH:4]=2)[CH2:12]1)[C:14]1[CH:19]=[CH:18][CH:17]=[CH:16][CH:15]=1, predict the reactants needed to synthesize it. The reactants are: [Cl:1][C:2]1[CH:21]=[CH:20][C:5]([CH2:6][C@@H:7]2[CH2:12][N:11]([CH2:13][C:14]3[CH:19]=[CH:18][CH:17]=[CH:16][CH:15]=3)[CH2:10][CH2:9][NH:8]2)=[CH:4][C:3]=1[OH:22].C(N(CC)CC)C.[Si:30](Cl)([C:33]([CH3:36])([CH3:35])[CH3:34])([CH3:32])[CH3:31].O. (3) Given the product [ClH:32].[NH2:8][CH2:9][CH2:10][CH2:11][NH:12][C:13](=[O:17])[C:14]([CH3:16])=[CH2:15], predict the reactants needed to synthesize it. The reactants are: C(OC([NH:8][CH2:9][CH2:10][CH2:11][NH:12][C:13](=[O:17])[C:14]([CH3:16])=[CH2:15])=O)(C)(C)C.C1C2NC3C(=CC=CC=3)SC=2C=CC=1.[ClH:32].CO. (4) Given the product [ClH:25].[Br:19][C:20]1[CH:27]=[CH:26][C:23]([CH2:24][S:18][C:9]2[NH:8][C@H:7]([C:1]3[CH:2]=[CH:3][CH:4]=[CH:5][CH:6]=3)[C@H:11]([C:12]3[CH:13]=[CH:14][CH:15]=[CH:16][CH:17]=3)[N:10]=2)=[CH:22][CH:21]=1, predict the reactants needed to synthesize it. The reactants are: [C:1]1([C@H:7]2[C@@H:11]([C:12]3[CH:17]=[CH:16][CH:15]=[CH:14][CH:13]=3)[NH:10][C:9](=[S:18])[NH:8]2)[CH:6]=[CH:5][CH:4]=[CH:3][CH:2]=1.[Br:19][C:20]1[CH:27]=[CH:26][C:23]([CH2:24][Cl:25])=[CH:22][CH:21]=1. (5) The reactants are: CC(C)([O-])C.[K+].C(O)(C)(C)C.[CH2:12]([O:14][C:15](=[O:21])[CH2:16][C:17](=[O:20])[CH2:18][CH3:19])[CH3:13].Br[CH2:23][C:24]1[CH:29]=[CH:28][C:27]([N:30]2[CH:34]=[CH:33][CH:32]=[N:31]2)=[CH:26][CH:25]=1. Given the product [CH2:12]([O:14][C:15](=[O:21])[CH:16]([CH2:23][C:24]1[CH:25]=[CH:26][C:27]([N:30]2[CH:34]=[CH:33][CH:32]=[N:31]2)=[CH:28][CH:29]=1)[C:17](=[O:20])[CH2:18][CH3:19])[CH3:13], predict the reactants needed to synthesize it. (6) Given the product [CH:27]1([C:25]2[S:24][C:19]3[N:20]=[C:21]([CH3:23])[N:22]=[C:17]([CH2:16][N:11]4[C:10](=[O:33])[CH:9]5[CH2:15][CH2:14][CH:12]4[CH2:13][NH:8]5)[C:18]=3[CH:26]=2)[CH2:28][CH2:29][CH2:30][CH2:31][CH2:32]1, predict the reactants needed to synthesize it. The reactants are: C([N:8]1[CH2:13][CH:12]2[CH2:14][CH2:15][CH:9]1[C:10](=[O:33])[N:11]2[CH2:16][C:17]1[C:18]2[CH:26]=[C:25]([CH:27]3[CH2:32][CH2:31][CH2:30][CH2:29][CH2:28]3)[S:24][C:19]=2[N:20]=[C:21]([CH3:23])[N:22]=1)C1C=CC=CC=1.ClC(OC(Cl)C)=O.